From a dataset of Reaction yield outcomes from USPTO patents with 853,638 reactions. Predict the reaction yield, written as a fraction of the theoretical maximum amount of product (1.0 means a 100% yield; for example, 0.34 means a 34% yield). The reactants are [Cl:1][C:2]1[N:7]=[C:6](Cl)[C:5]([Cl:9])=[CH:4][N:3]=1.[OH-:10].[Na+]. The catalyst is C1COCC1. The product is [Cl:1][C:2]1[N:7]=[C:6]([OH:10])[C:5]([Cl:9])=[CH:4][N:3]=1. The yield is 0.960.